Dataset: Reaction yield outcomes from USPTO patents with 853,638 reactions. Task: Predict the reaction yield, written as a fraction of the theoretical maximum amount of product (1.0 means a 100% yield; for example, 0.34 means a 34% yield). (1) The reactants are [Li+].[OH-].[CH2:3]([O:10][N:11]1[C:17](=[O:18])[N:16]2[CH2:19][C@H:12]1[CH2:13][CH2:14][C@H:15]2[C:20]([O:22]CC)=[O:21])[C:4]1[CH:9]=[CH:8][CH:7]=[CH:6][CH:5]=1. The catalyst is C1COCC1.O. The product is [CH2:3]([O:10][N:11]1[C:17](=[O:18])[N:16]2[CH2:19][C@H:12]1[CH2:13][CH2:14][C@H:15]2[C:20]([OH:22])=[O:21])[C:4]1[CH:9]=[CH:8][CH:7]=[CH:6][CH:5]=1. The yield is 0.777. (2) The reactants are [Cl:1][C:2]1[CH:3]=[C:4]2[C:9](=[CH:10][C:11]=1[O:12][C:13]1[CH:18]=[CH:17][C:16]([CH2:19][CH3:20])=[CH:15][CH:14]=1)[O:8][CH:7]([C:21]([F:24])([F:23])[F:22])[C:6]([C:25]([O:27]CC)=[O:26])=[CH:5]2.[OH-].[Li+].Cl. The catalyst is C1COCC1.CO.O. The product is [Cl:1][C:2]1[CH:3]=[C:4]2[C:9](=[CH:10][C:11]=1[O:12][C:13]1[CH:14]=[CH:15][C:16]([CH2:19][CH3:20])=[CH:17][CH:18]=1)[O:8][CH:7]([C:21]([F:24])([F:22])[F:23])[C:6]([C:25]([OH:27])=[O:26])=[CH:5]2. The yield is 0.970. (3) The reactants are [Br:1][C:2]1[C:3](F)=[C:4]2[C:10]([NH:11][C:12]([CH:14]3[CH2:18][CH2:17][CH2:16][CH2:15]3)=[O:13])=[CH:9][NH:8][C:5]2=[N:6][CH:7]=1.[NH:20]1[CH2:25][CH2:24][CH2:23][C@@H:22]([NH:26][C:27](=[O:33])[O:28][C:29]([CH3:32])([CH3:31])[CH3:30])[CH2:21]1. The catalyst is CCCCO. The product is [Br:1][C:2]1[C:3]([N:20]2[CH2:25][CH2:24][CH2:23][C@@H:22]([NH:26][C:27](=[O:33])[O:28][C:29]([CH3:31])([CH3:30])[CH3:32])[CH2:21]2)=[C:4]2[C:10]([NH:11][C:12]([CH:14]3[CH2:18][CH2:17][CH2:16][CH2:15]3)=[O:13])=[CH:9][NH:8][C:5]2=[N:6][CH:7]=1. The yield is 0.220. (4) The reactants are [C:1]1([P:7]([C:14]2[CH:19]=[CH:18][CH:17]=[CH:16][CH:15]=2)[C:8]2[CH:13]=[CH:12][CH:11]=[CH:10][CH:9]=2)[CH:6]=[CH:5][CH:4]=[CH:3][CH:2]=1.Br[CH:21]([CH3:27])[C:22]([O:24][CH2:25][CH3:26])=[O:23]. The catalyst is C(OCC)(=O)C. The product is [CH2:25]([O:24][C:22](=[O:23])[C:21](=[P:7]([C:1]1[CH:2]=[CH:3][CH:4]=[CH:5][CH:6]=1)([C:8]1[CH:13]=[CH:12][CH:11]=[CH:10][CH:9]=1)[C:14]1[CH:15]=[CH:16][CH:17]=[CH:18][CH:19]=1)[CH3:27])[CH3:26]. The yield is 0.750.